Dataset: NCI-60 drug combinations with 297,098 pairs across 59 cell lines. Task: Regression. Given two drug SMILES strings and cell line genomic features, predict the synergy score measuring deviation from expected non-interaction effect. Drug 1: C1CN1C2=NC(=NC(=N2)N3CC3)N4CC4. Drug 2: C1=NC2=C(N1)C(=S)N=C(N2)N. Cell line: HL-60(TB). Synergy scores: CSS=84.8, Synergy_ZIP=0.242, Synergy_Bliss=1.55, Synergy_Loewe=-0.264, Synergy_HSA=2.59.